From a dataset of Forward reaction prediction with 1.9M reactions from USPTO patents (1976-2016). Predict the product of the given reaction. (1) Given the reactants Cl[C:2]1[N:3]=[C:4]([N:18]2[CH2:23][CH2:22][C:21]([CH3:25])([OH:24])[CH2:20][CH2:19]2)[C:5]2[CH2:10][CH2:9][CH:8]([C:11]3[CH:16]=[CH:15][C:14]([F:17])=[CH:13][CH:12]=3)[C:6]=2[N:7]=1.[Cl:26][C:27]1[N:28]=[CH:29][N:30]([C:32]2[CH:38]=[CH:37][C:35]([NH2:36])=[CH:34][C:33]=2[O:39][CH3:40])[CH:31]=1, predict the reaction product. The product is: [Cl:26][C:27]1[N:28]=[CH:29][N:30]([C:32]2[CH:38]=[CH:37][C:35]([NH:36][C:2]3[N:3]=[C:4]([N:18]4[CH2:23][CH2:22][C:21]([CH3:25])([OH:24])[CH2:20][CH2:19]4)[C:5]4[CH2:10][CH2:9][CH:8]([C:11]5[CH:16]=[CH:15][C:14]([F:17])=[CH:13][CH:12]=5)[C:6]=4[N:7]=3)=[CH:34][C:33]=2[O:39][CH3:40])[CH:31]=1. (2) Given the reactants Br[C:2]1[CH:13]=[CH:12][C:5]([C:6]([NH:8][CH:9]2[CH2:11][CH2:10]2)=[O:7])=[C:4]([CH3:14])[CH:3]=1.[B:15]1([B:15]2[O:19][C:18]([CH3:21])([CH3:20])[C:17]([CH3:23])([CH3:22])[O:16]2)[O:19][C:18]([CH3:21])([CH3:20])[C:17]([CH3:23])([CH3:22])[O:16]1.CC([O-])=O.[K+], predict the reaction product. The product is: [CH:9]1([NH:8][C:6](=[O:7])[C:5]2[CH:12]=[CH:13][C:2]([B:15]3[O:19][C:18]([CH3:21])([CH3:20])[C:17]([CH3:23])([CH3:22])[O:16]3)=[CH:3][C:4]=2[CH3:14])[CH2:11][CH2:10]1. (3) Given the reactants [CH3:1][N:2]1[CH:6]=[C:5]([C:7]2[CH:8]=[CH:9][C:10]3[N:11]([C:13]([SH:16])=[N:14][N:15]=3)[CH:12]=2)[CH:4]=[N:3]1.Br[C:18]1[CH:19]=[C:20]2[C:25](=[CH:26][CH:27]=1)[N:24]=[CH:23][C:22]([N:28]1[CH2:33][CH2:32][O:31][CH2:30][CH2:29]1)=[C:21]2[O:34][CH3:35].C1(P(C2C=CC=CC=2)C2C3OC4C(=CC=CC=4P(C4C=CC=CC=4)C4C=CC=CC=4)C(C)(C)C=3C=CC=2)C=CC=CC=1.C(N(CC)C(C)C)(C)C, predict the reaction product. The product is: [CH3:35][O:34][C:21]1[C:20]2[C:25](=[CH:26][CH:27]=[C:18]([S:16][C:13]3[N:11]4[CH:12]=[C:7]([C:5]5[CH:4]=[N:3][N:2]([CH3:1])[CH:6]=5)[CH:8]=[CH:9][C:10]4=[N:15][N:14]=3)[CH:19]=2)[N:24]=[CH:23][C:22]=1[N:28]1[CH2:33][CH2:32][O:31][CH2:30][CH2:29]1. (4) Given the reactants [CH2:1]([CH:3]([N:6]1[C:10]2=[N:11][C:12](C)=[C:13]([O:15][S:16]([C:19]([F:22])([F:21])[F:20])(=[O:18])=[O:17])[N:14]=[C:9]2[C:8]([CH3:24])=[N:7]1)[CH2:4][CH3:5])[CH3:2].C(C(N1C2=NC(OC)=[C:37]([OH:39])N=C2C(C)=N1)CC)C.S(OS(C(F)(F)F)(=O)=O)(C(F)(F)F)(=O)=O, predict the reaction product. The product is: [CH2:1]([CH:3]([N:6]1[C:10]2=[N:11][C:12]([O:39][CH3:37])=[C:13]([O:15][S:16]([C:19]([F:22])([F:21])[F:20])(=[O:18])=[O:17])[N:14]=[C:9]2[C:8]([CH3:24])=[N:7]1)[CH2:4][CH3:5])[CH3:2]. (5) Given the reactants S(Cl)([Cl:3])=O.[C:5]([C:8]1[C:16]2[C:11](=[CH:12][CH:13]=[CH:14][CH:15]=2)[N:10]([C:17]2[CH:26]=[CH:25][C:24]3[C:19](=[CH:20][CH:21]=[CH:22][CH:23]=3)[N:18]=2)[CH:9]=1)(O)=[O:6], predict the reaction product. The product is: [ClH:3].[Cl:3][C:5]([C:8]1[C:16]2[C:11](=[CH:12][CH:13]=[CH:14][CH:15]=2)[N:10]([C:17]2[CH:26]=[CH:25][C:24]3[C:19](=[CH:20][CH:21]=[CH:22][CH:23]=3)[N:18]=2)[CH:9]=1)=[O:6]. (6) The product is: [ClH:45].[CH:30]1([NH:31][C:14](=[O:16])[CH2:13][C@H:10]2[CH2:11][CH2:12][NH:8][CH2:9]2)[CH2:28][CH2:29]1. Given the reactants C(OC([N:8]1[CH2:12][CH2:11][C@H:10]([CH2:13][C:14]([OH:16])=O)[CH2:9]1)=O)(C)(C)C.CN(C(ON1N=NC2[CH:28]=[CH:29][CH:30]=[N:31]C1=2)=[N+](C)C)C.F[P-](F)(F)(F)(F)F.C1(N)CC1.[ClH:45], predict the reaction product.